This data is from NCI-60 drug combinations with 297,098 pairs across 59 cell lines. The task is: Regression. Given two drug SMILES strings and cell line genomic features, predict the synergy score measuring deviation from expected non-interaction effect. (1) Drug 1: C1C(C(OC1N2C=C(C(=O)NC2=O)F)CO)O. Drug 2: C1CC(=O)NC(=O)C1N2C(=O)C3=CC=CC=C3C2=O. Cell line: OVCAR-4. Synergy scores: CSS=4.58, Synergy_ZIP=-4.33, Synergy_Bliss=-2.83, Synergy_Loewe=-9.82, Synergy_HSA=-1.78. (2) Drug 1: C1=CN(C(=O)N=C1N)C2C(C(C(O2)CO)O)O.Cl. Drug 2: C1CC(=O)NC(=O)C1N2C(=O)C3=CC=CC=C3C2=O. Cell line: NCI-H322M. Synergy scores: CSS=-5.41, Synergy_ZIP=2.28, Synergy_Bliss=1.66, Synergy_Loewe=-6.57, Synergy_HSA=-4.94.